This data is from Forward reaction prediction with 1.9M reactions from USPTO patents (1976-2016). The task is: Predict the product of the given reaction. (1) Given the reactants CC(C)([O-])C.[K+].[F:7][C:8]1[CH:18]=[CH:17][C:11]2[NH:12][C@@H:13]([CH3:16])[CH2:14][O:15][C:10]=2[C:9]=1[F:19].C(O[CH:23]=[C:24]([C:30]([O:32][CH2:33][CH3:34])=[O:31])[C:25]([O:27][CH2:28][CH3:29])=[O:26])C, predict the reaction product. The product is: [F:7][C:8]1[CH:18]=[CH:17][C:11]2[N:12]([CH:23]=[C:24]([C:25]([O:27][CH2:28][CH3:29])=[O:26])[C:30]([O:32][CH2:33][CH3:34])=[O:31])[C@@H:13]([CH3:16])[CH2:14][O:15][C:10]=2[C:9]=1[F:19]. (2) The product is: [F:21][C@@H:19]1[CH2:20][N:16]([C:14](=[O:15])[CH2:13][NH:12][C:7]23[CH2:10][CH2:11][C:4]([C:1]([NH:34][C:33]4[CH:32]=[CH:31][C:30]([N:24]5[CH2:29][CH2:28][O:27][CH2:26][CH2:25]5)=[CH:36][CH:35]=4)=[O:2])([CH2:9][CH2:8]2)[CH2:5][CH2:6]3)[C@H:17]([C:22]#[N:23])[CH2:18]1. Given the reactants [C:1]([C:4]12[CH2:11][CH2:10][C:7]([NH:12][CH2:13][C:14]([N:16]3[CH2:20][C@@H:19]([F:21])[CH2:18][C@H:17]3[C:22]#[N:23])=[O:15])([CH2:8][CH2:9]1)[CH2:6][CH2:5]2)(O)=[O:2].[N:24]1([C:30]2[CH:36]=[CH:35][C:33]([NH2:34])=[CH:32][CH:31]=2)[CH2:29][CH2:28][O:27][CH2:26][CH2:25]1, predict the reaction product.